Task: Regression/Classification. Given a drug SMILES string, predict its absorption, distribution, metabolism, or excretion properties. Task type varies by dataset: regression for continuous measurements (e.g., permeability, clearance, half-life) or binary classification for categorical outcomes (e.g., BBB penetration, CYP inhibition). Dataset: cyp1a2_veith.. Dataset: CYP1A2 inhibition data for predicting drug metabolism from PubChem BioAssay (1) The drug is COc1ccc(CCNC(=O)C2CCN(S(=O)(=O)N3CC(C)CC(C)C3)CC2)cc1OC. The result is 0 (non-inhibitor). (2) The molecule is COC(=O)c1ccc(Oc2cc(C)nc(-n3nc(C)cc3C)n2)cc1. The result is 1 (inhibitor). (3) The compound is COC(=O)c1cc(=O)n(C2CC2)c(=NC2CC2)s1. The result is 1 (inhibitor).